This data is from Catalyst prediction with 721,799 reactions and 888 catalyst types from USPTO. The task is: Predict which catalyst facilitates the given reaction. The catalyst class is: 10. Product: [CH3:5][O:6][C:7]1[C:15]([O:16][CH3:17])=[C:14]([O:18][CH3:19])[CH:13]=[C:12]([CH3:20])[C:8]=1[C:9]([C:29]#[N:30])=[O:11]. Reactant: S(Cl)(Cl)=O.[CH3:5][O:6][C:7]1[C:15]([O:16][CH3:17])=[C:14]([O:18][CH3:19])[CH:13]=[C:12]([CH3:20])[C:8]=1[C:9]([OH:11])=O.C1(C)C=CC=CC=1.[Cu][C:29]#[N:30].